The task is: Predict the product of the given reaction.. This data is from Forward reaction prediction with 1.9M reactions from USPTO patents (1976-2016). (1) Given the reactants [N:1]([C@@H:4]([CH2:24][C:25]1[CH:30]=[CH:29][C:28]([O:31][CH2:32][CH2:33][OH:34])=[CH:27][CH:26]=1)[C:5]([NH:7][C@@H:8]([CH2:13][C:14]1[CH:19]=[CH:18][C:17]([C:20]([F:23])([F:22])[F:21])=[CH:16][CH:15]=1)[C:9]([O:11][CH3:12])=[O:10])=[O:6])=[N+:2]=[N-:3].C(N(CC)CC)C.[C:42]1([CH3:62])[CH:47]=[CH:46][C:45]([S:48](O[S:48]([C:45]2[CH:46]=[CH:47][C:42]([CH3:62])=[CH:43][CH:44]=2)(=[O:50])=[O:49])(=[O:50])=[O:49])=[CH:44][CH:43]=1, predict the reaction product. The product is: [N:1]([C@@H:4]([CH2:24][C:25]1[CH:26]=[CH:27][C:28]([O:31][CH2:32][CH2:33][O:34][S:48]([C:45]2[CH:46]=[CH:47][C:42]([CH3:62])=[CH:43][CH:44]=2)(=[O:50])=[O:49])=[CH:29][CH:30]=1)[C:5]([NH:7][C@@H:8]([CH2:13][C:14]1[CH:19]=[CH:18][C:17]([C:20]([F:22])([F:21])[F:23])=[CH:16][CH:15]=1)[C:9]([O:11][CH3:12])=[O:10])=[O:6])=[N+:2]=[N-:3]. (2) Given the reactants [C:1](/[C:3](=[C:5]1/[C:6]2[CH:31]=[CH:30][C:29]([F:32])=[CH:28][C:7]=2[O:8][CH2:9][C:10]2[CH:15]=[C:14]([CH2:16][CH:17]([C:23](=O)[CH2:24][CH2:25][CH3:26])[C:18]([O:20]CC)=O)[CH:13]=[CH:12][C:11]/1=2)/[CH3:4])#[N:2].Cl.[C:34](=[NH:37])([NH2:36])[CH3:35].CO.C[O-].[Na+], predict the reaction product. The product is: [F:32][C:29]1[CH:30]=[CH:31][C:6]2=[C:7]([CH:28]=1)[O:8][CH2:9][C:10]1[CH:15]=[C:14]([CH2:16][C:17]3[C:18](=[O:20])[NH:37][C:34]([CH3:35])=[N:36][C:23]=3[CH2:24][CH2:25][CH3:26])[CH:13]=[CH:12][C:11]=1/[C:5]/2=[C:3](/[CH3:4])\[C:1]#[N:2].